This data is from CYP2C19 inhibition data for predicting drug metabolism from PubChem BioAssay. The task is: Regression/Classification. Given a drug SMILES string, predict its absorption, distribution, metabolism, or excretion properties. Task type varies by dataset: regression for continuous measurements (e.g., permeability, clearance, half-life) or binary classification for categorical outcomes (e.g., BBB penetration, CYP inhibition). Dataset: cyp2c19_veith. (1) The drug is O=C(NNc1cccc(Cl)n1)Nc1ccc(Cl)cc1. The result is 1 (inhibitor). (2) The compound is CCn1c(SCc2c(Cl)cccc2Cl)nnc1-c1nn(-c2ccccc2)ccc1=O. The result is 1 (inhibitor). (3) The drug is CC(=O)c1c(C)[nH]c(C(=O)N2CCc3ccccc3C2)c1C. The result is 1 (inhibitor). (4) The compound is COc1ccc(COC(=O)N/N=C2/C[C@@H](O)[C@@H](O)[C@H]3[C@@H]2CC[C@@H]2C(=O)N(Cc4ccc5c(c4)OCO5)C(=O)[C@H]23)cc1. The result is 0 (non-inhibitor). (5) The drug is Cn1c(=O)n(C)c2cc(/C=N/NC(=O)c3ccc(Cl)cc3Cl)ccc21. The result is 1 (inhibitor).